From a dataset of Reaction yield outcomes from USPTO patents with 853,638 reactions. Predict the reaction yield, written as a fraction of the theoretical maximum amount of product (1.0 means a 100% yield; for example, 0.34 means a 34% yield). The reactants are [Cl:1][C:2]1[CH:7]=[CH:6][C:5]([O:8][C:9]([N:11]2[C:19]3[C:14](=[CH:15][C:16]([C:21]#[C:22][CH2:23][CH2:24][CH2:25][OH:26])=[C:17]([F:20])[CH:18]=3)[CH2:13][CH2:12]2)=[O:10])=[CH:4][CH:3]=1.C(N(C(C)C)C(C)C)C.[CH3:36][S:37](Cl)(=[O:39])=[O:38].CCOCC. The catalyst is C(Cl)Cl. The product is [Cl:1][C:2]1[CH:3]=[CH:4][C:5]([O:8][C:9]([N:11]2[C:19]3[C:14](=[CH:15][C:16]([C:21]#[C:22][CH2:23][CH2:24][CH2:25][O:26][S:37]([CH3:36])(=[O:39])=[O:38])=[C:17]([F:20])[CH:18]=3)[CH2:13][CH2:12]2)=[O:10])=[CH:6][CH:7]=1. The yield is 0.610.